This data is from NCI-60 drug combinations with 297,098 pairs across 59 cell lines. The task is: Regression. Given two drug SMILES strings and cell line genomic features, predict the synergy score measuring deviation from expected non-interaction effect. (1) Drug 1: C1=CC=C(C(=C1)C(C2=CC=C(C=C2)Cl)C(Cl)Cl)Cl. Drug 2: C(CN)CNCCSP(=O)(O)O. Cell line: RXF 393. Synergy scores: CSS=-1.70, Synergy_ZIP=0.895, Synergy_Bliss=-0.193, Synergy_Loewe=-3.48, Synergy_HSA=-2.81. (2) Synergy scores: CSS=6.20, Synergy_ZIP=-2.55, Synergy_Bliss=-5.01, Synergy_Loewe=-5.90, Synergy_HSA=-3.04. Drug 1: CCC1(CC2CC(C3=C(CCN(C2)C1)C4=CC=CC=C4N3)(C5=C(C=C6C(=C5)C78CCN9C7C(C=CC9)(C(C(C8N6C=O)(C(=O)OC)O)OC(=O)C)CC)OC)C(=O)OC)O.OS(=O)(=O)O. Drug 2: CN(C(=O)NC(C=O)C(C(C(CO)O)O)O)N=O. Cell line: NCI-H226. (3) Drug 1: CC12CCC3C(C1CCC2=O)CC(=C)C4=CC(=O)C=CC34C. Drug 2: C1=CN(C(=O)N=C1N)C2C(C(C(O2)CO)O)O.Cl. Cell line: A498. Synergy scores: CSS=48.6, Synergy_ZIP=-5.47, Synergy_Bliss=-1.81, Synergy_Loewe=-4.06, Synergy_HSA=0.0406. (4) Drug 1: CNC(=O)C1=NC=CC(=C1)OC2=CC=C(C=C2)NC(=O)NC3=CC(=C(C=C3)Cl)C(F)(F)F. Drug 2: COC1=C2C(=CC3=C1OC=C3)C=CC(=O)O2. Cell line: CAKI-1. Synergy scores: CSS=-11.1, Synergy_ZIP=13.6, Synergy_Bliss=0.359, Synergy_Loewe=-13.2, Synergy_HSA=-14.0. (5) Drug 1: C1CCC(C1)C(CC#N)N2C=C(C=N2)C3=C4C=CNC4=NC=N3. Drug 2: CC1=CC2C(CCC3(C2CCC3(C(=O)C)OC(=O)C)C)C4(C1=CC(=O)CC4)C. Cell line: A498. Synergy scores: CSS=5.03, Synergy_ZIP=-1.47, Synergy_Bliss=1.13, Synergy_Loewe=0.826, Synergy_HSA=0.918. (6) Drug 1: CCC1=C2CN3C(=CC4=C(C3=O)COC(=O)C4(CC)O)C2=NC5=C1C=C(C=C5)O. Drug 2: CNC(=O)C1=NC=CC(=C1)OC2=CC=C(C=C2)NC(=O)NC3=CC(=C(C=C3)Cl)C(F)(F)F. Cell line: TK-10. Synergy scores: CSS=1.66, Synergy_ZIP=2.18, Synergy_Bliss=4.46, Synergy_Loewe=-11.9, Synergy_HSA=-1.24.